Regression. Given a peptide amino acid sequence and an MHC pseudo amino acid sequence, predict their binding affinity value. This is MHC class I binding data. From a dataset of Peptide-MHC class I binding affinity with 185,985 pairs from IEDB/IMGT. (1) The peptide sequence is YFAVVPLVY. The MHC is HLA-B57:01 with pseudo-sequence HLA-B57:01. The binding affinity (normalized) is 0.0518. (2) The peptide sequence is TERQANFL. The MHC is HLA-B53:01 with pseudo-sequence HLA-B53:01. The binding affinity (normalized) is 0. (3) The peptide sequence is NWAKVLVVLL. The MHC is Patr-A0901 with pseudo-sequence Patr-A0901. The binding affinity (normalized) is 0.363. (4) The peptide sequence is KYPNLNDLK. The MHC is HLA-A30:02 with pseudo-sequence HLA-A30:02. The binding affinity (normalized) is 0.153. (5) The peptide sequence is KTPITLVDICF. The MHC is H-2-Db with pseudo-sequence H-2-Db. The binding affinity (normalized) is 0. (6) The peptide sequence is FPQAAPHGVV. The MHC is HLA-B53:01 with pseudo-sequence HLA-B53:01. The binding affinity (normalized) is 0.230. (7) The peptide sequence is QQQQGQTVTK. The MHC is HLA-A68:01 with pseudo-sequence HLA-A68:01. The binding affinity (normalized) is 0.137. (8) The peptide sequence is FRDYVDRFYK. The MHC is HLA-A11:01 with pseudo-sequence HLA-A11:01. The binding affinity (normalized) is 0.399. (9) The peptide sequence is FVRQCFNPM. The MHC is HLA-B46:01 with pseudo-sequence HLA-B46:01. The binding affinity (normalized) is 0.558. (10) The peptide sequence is RFEAYGWQV. The MHC is HLA-B07:02 with pseudo-sequence HLA-B07:02. The binding affinity (normalized) is 0.0847.